Dataset: NCI-60 drug combinations with 297,098 pairs across 59 cell lines. Task: Regression. Given two drug SMILES strings and cell line genomic features, predict the synergy score measuring deviation from expected non-interaction effect. Drug 1: COC1=C2C(=CC3=C1OC=C3)C=CC(=O)O2. Drug 2: C1CN(P(=O)(OC1)NCCCl)CCCl. Cell line: SNB-19. Synergy scores: CSS=-1.15, Synergy_ZIP=4.69, Synergy_Bliss=5.88, Synergy_Loewe=0.893, Synergy_HSA=0.0189.